From a dataset of Forward reaction prediction with 1.9M reactions from USPTO patents (1976-2016). Predict the product of the given reaction. (1) Given the reactants [CH:1]([CH:3]1[CH2:7][CH2:6][N:5]([C:8]([O:10][C:11]([CH3:14])([CH3:13])[CH3:12])=[O:9])[CH2:4]1)=O.[CH3:15][NH2:16], predict the reaction product. The product is: [CH3:15][NH:16][CH2:1][CH:3]1[CH2:7][CH2:6][N:5]([C:8]([O:10][C:11]([CH3:14])([CH3:13])[CH3:12])=[O:9])[CH2:4]1. (2) Given the reactants [NH2:1][C:2]1[C:3]2[N:4]([C:8]([CH:26]3[CH2:29][C:28](CO)([OH:30])[CH2:27]3)=[N:9][C:10]=2[C:11]2[CH:16]=[CH:15][CH:14]=[C:13]([O:17][CH2:18][C:19]34[O:25][CH:22]([CH2:23][CH2:24]3)[CH2:21][CH2:20]4)[CH:12]=2)[CH:5]=[CH:6][N:7]=1.O, predict the reaction product. The product is: [NH2:1][C:2]1[C:3]2[N:4]([C:8]([CH:26]3[CH2:29][C:28](=[O:30])[CH2:27]3)=[N:9][C:10]=2[C:11]2[CH:16]=[CH:15][CH:14]=[C:13]([O:17][CH2:18][C:19]34[O:25][CH:22]([CH2:23][CH2:24]3)[CH2:21][CH2:20]4)[CH:12]=2)[CH:5]=[CH:6][N:7]=1. (3) Given the reactants Br[C:2]1[CH2:7][CH2:6][CH2:5][C:4](=[O:8])[CH:3]=1.[C:9]1(B(O)O)[CH:14]=[CH:13][CH:12]=[CH:11][CH:10]=1.C([O-])([O-])=O.[K+].[K+], predict the reaction product. The product is: [C:9]1([C:2]2[CH2:7][CH2:6][CH2:5][C:4](=[O:8])[CH:3]=2)[CH:14]=[CH:13][CH:12]=[CH:11][CH:10]=1. (4) Given the reactants CS(O[CH2:6][CH2:7][CH2:8][N:9]1[C:16]2[N:12]([N:13]=[C:14]([C:31]3[CH:36]=[CH:35][C:34]([F:37])=[CH:33][CH:32]=3)[C:15]=2[C:17]2[CH:22]=[CH:21][C:20](=[O:23])[N:19]([C:24]3[CH:29]=[CH:28][CH:27]=[CH:26][C:25]=3[CH3:30])[N:18]=2)[CH2:11][CH2:10]1)(=O)=O.[NH:38]1[CH2:43][CH2:42][O:41][CH2:40][CH2:39]1.C([O-])([O-])=O.[K+].[K+].O, predict the reaction product. The product is: [F:37][C:34]1[CH:33]=[CH:32][C:31]([C:14]2[C:15]([C:17]3[CH:22]=[CH:21][C:20](=[O:23])[N:19]([C:24]4[CH:29]=[CH:28][CH:27]=[CH:26][C:25]=4[CH3:30])[N:18]=3)=[C:16]3[N:9]([CH2:8][CH2:7][CH2:6][N:38]4[CH2:43][CH2:42][O:41][CH2:40][CH2:39]4)[CH2:10][CH2:11][N:12]3[N:13]=2)=[CH:36][CH:35]=1. (5) The product is: [CH3:13][O:12][C:6]1[CH:7]=[C:8]([O:10][CH3:11])[CH:9]=[C:2]([B:19]2[O:23][C:22]([CH3:25])([CH3:24])[C:21]([CH3:27])([CH3:26])[O:20]2)[C:3]=1[CH:4]=[O:5]. Given the reactants Br[C:2]1[CH:9]=[C:8]([O:10][CH3:11])[CH:7]=[C:6]([O:12][CH3:13])[C:3]=1[CH:4]=[O:5].CC([O-])=O.[K+].[B:19]1([B:19]2[O:23][C:22]([CH3:25])([CH3:24])[C:21]([CH3:27])([CH3:26])[O:20]2)[O:23][C:22]([CH3:25])([CH3:24])[C:21]([CH3:27])([CH3:26])[O:20]1, predict the reaction product.